This data is from Reaction yield outcomes from USPTO patents with 853,638 reactions. The task is: Predict the reaction yield, written as a fraction of the theoretical maximum amount of product (1.0 means a 100% yield; for example, 0.34 means a 34% yield). (1) The reactants are Cl.[N:2]1[CH:7]=[CH:6][CH:5]=[C:4]([CH2:8][C:9]([OH:11])=O)[CH:3]=1.CCN(CC)CC.[NH2:19][C:20]1[S:21][C:22]([N+:25]([O-:27])=[O:26])=[CH:23][N:24]=1. The catalyst is C1COCC1. The product is [N+:25]([C:22]1[S:21][C:20]([NH:19][C:9](=[O:11])[CH2:8][C:4]2[CH:3]=[N:2][CH:7]=[CH:6][CH:5]=2)=[N:24][CH:23]=1)([O-:27])=[O:26]. The yield is 0.730. (2) The reactants are Cl[C:2]1[CH:7]=[CH:6][N:5]=[C:4]([N:8]2[CH2:19][CH2:18][N:17]3[C:10](=[CH:11][C:12]4[CH2:13][C:14]([CH3:21])([CH3:20])[CH2:15][C:16]=43)[C:9]2=[O:22])[C:3]=1[CH:23]=[O:24].[N:25]1[N:33]2[C:28]([CH2:29][O:30][CH2:31][CH2:32]2)=[CH:27][C:26]=1[NH:34][C:35]1[C:36](=[O:51])[N:37]([CH3:50])[CH:38]=[C:39](B2OC(C)(C)C(C)(C)O2)[CH:40]=1.[O-]P([O-])([O-])=O.[K+].[K+].[K+].C([O-])(=O)C.[Na+]. The catalyst is C1C=CC(P(C2C=CC=CC=2)[C-]2C=CC=C2)=CC=1.C1C=CC(P(C2C=CC=CC=2)[C-]2C=CC=C2)=CC=1.Cl[Pd]Cl.[Fe+2].O.C(#N)C. The product is [CH3:50][N:37]1[C:36](=[O:51])[C:35]([NH:34][C:26]2[CH:27]=[C:28]3[CH2:29][O:30][CH2:31][CH2:32][N:33]3[N:25]=2)=[CH:40][C:39]([C:2]2[C:3]([CH:23]=[O:24])=[C:4]([N:8]3[CH2:19][CH2:18][N:17]4[C:10](=[CH:11][C:12]5[CH2:13][C:14]([CH3:21])([CH3:20])[CH2:15][C:16]=54)[C:9]3=[O:22])[N:5]=[CH:6][CH:7]=2)=[CH:38]1. The yield is 0.780.